From a dataset of Reaction yield outcomes from USPTO patents with 853,638 reactions. Predict the reaction yield, written as a fraction of the theoretical maximum amount of product (1.0 means a 100% yield; for example, 0.34 means a 34% yield). (1) The reactants are [NH2:1][C:2]1[CH:10]=[CH:9][C:8]([Cl:11])=[CH:7][C:3]=1[C:4](O)=[O:5].Cl.[CH3:13][NH:14][O:15][CH3:16].C1C=CC2N(O)N=NC=2C=1.CCN=C=NCCCN(C)C. The catalyst is C(Cl)Cl.O. The product is [NH2:1][C:2]1[CH:10]=[CH:9][C:8]([Cl:11])=[CH:7][C:3]=1[C:4]([N:14]([O:15][CH3:16])[CH3:13])=[O:5]. The yield is 0.600. (2) The reactants are [Cl:1][C:2]1[CH:7]=[CH:6][C:5]([CH2:8]Cl)=[CH:4][N:3]=1.[NH:10]1[CH2:15][CH2:14][NH:13][CH2:12][C:11]1=[O:16].C(=O)([O-])[O-].[K+].[K+].C(#N)C. The catalyst is C1COCC1. The product is [Cl:1][C:2]1[N:3]=[CH:4][C:5]([CH2:8][N:13]2[CH2:14][CH2:15][NH:10][C:11](=[O:16])[CH2:12]2)=[CH:6][CH:7]=1. The yield is 0.340. (3) The reactants are [F:1][C:2]([F:14])([F:13])[O:3][C:4]1[CH:11]=[C:8]([CH:9]=O)[C:7]([OH:12])=[CH:6][CH:5]=1.CC1(C)O[C:21](=[O:22])[CH2:20][C:18](=[O:19])[O:17]1. The catalyst is O. The product is [F:1][C:2]([F:14])([F:13])[O:3][C:4]1[CH:11]=[C:8]2[C:7](=[CH:6][CH:5]=1)[O:12][C:21](=[O:22])[C:20]([C:18]([OH:19])=[O:17])=[CH:9]2. The yield is 0.500. (4) The reactants are Br[C:2]1[CH:3]=[C:4]([C:8]2([C:19]3[CH:24]=[CH:23][N:22]=[C:21]([C:25]([F:28])([F:27])[F:26])[CH:20]=3)[C:16]3[C:11](=[C:12]([F:17])[CH:13]=[CH:14][CH:15]=3)[C:10]([NH2:18])=[N:9]2)[CH:5]=[CH:6][CH:7]=1.[C:29]([C:31]1[CH:32]=[C:33](B(O)O)[CH:34]=[N:35][CH:36]=1)#[N:30].C([O-])([O-])=O.[K+].[K+]. The catalyst is C1C=CC(P(C2C=CC=CC=2)[C-]2C=CC=C2)=CC=1.C1C=CC(P(C2C=CC=CC=2)[C-]2C=CC=C2)=CC=1.Cl[Pd]Cl.[Fe+2].C(Cl)Cl. The yield is 0.380. The product is [NH2:18][C:10]1[C:11]2[C:16](=[CH:15][CH:14]=[CH:13][C:12]=2[F:17])[C:8]([C:4]2[CH:3]=[C:2]([C:33]3[CH:34]=[N:35][CH:36]=[C:31]([CH:32]=3)[C:29]#[N:30])[CH:7]=[CH:6][CH:5]=2)([C:19]2[CH:24]=[CH:23][N:22]=[C:21]([C:25]([F:26])([F:28])[F:27])[CH:20]=2)[N:9]=1. (5) The reactants are [OH:1][CH2:2][C@@H:3]([NH:10][C:11](=[O:17])[O:12][C:13]([CH3:16])([CH3:15])[CH3:14])[C:4]1[CH:9]=[CH:8][CH:7]=[CH:6][CH:5]=1.C(N(CC)CC)C.[S:25](Cl)([CH3:28])(=[O:27])=[O:26].[O-]S([O-])(=O)=O.[Na+].[Na+]. The catalyst is ClCCl.O. The product is [CH3:28][S:25]([O:1][CH2:2][C@@H:3]([NH:10][C:11]([O:12][C:13]([CH3:14])([CH3:16])[CH3:15])=[O:17])[C:4]1[CH:9]=[CH:8][CH:7]=[CH:6][CH:5]=1)(=[O:27])=[O:26]. The yield is 0.980.